This data is from Catalyst prediction with 721,799 reactions and 888 catalyst types from USPTO. The task is: Predict which catalyst facilitates the given reaction. (1) Reactant: [NH:1]1[C:5]([C:6]2[CH:11]=[CH:10][C:9]([Br:12])=[CH:8][N:7]=2)=[N:4][N:3]=[N:2]1.[OH-].[Na+].I[CH3:16].O. Product: [CH3:16][N:4]1[C:5]([C:6]2[CH:11]=[CH:10][C:9]([Br:12])=[CH:8][N:7]=2)=[N:1][N:2]=[N:3]1.[CH3:16][N:3]1[N:2]=[N:1][C:5]([C:6]2[CH:11]=[CH:10][C:9]([Br:12])=[CH:8][N:7]=2)=[N:4]1. The catalyst class is: 9. (2) Reactant: [O:1]1[C:5]2[CH:6]=[CH:7][CH:8]=[CH:9][C:4]=2[C:3]([NH:10][C:11]2[CH:12]=[C:13]([NH:17][C:18](=[NH:25])[C:19]3[CH:24]=[CH:23][CH:22]=[CH:21][CH:20]=3)[CH:14]=[CH:15][CH:16]=2)=[N:2]1.[CH3:26][S:27]([OH:30])(=[O:29])=[O:28].C(OC(C)C)(C)C. Product: [CH3:26][S:27]([OH:30])(=[O:29])=[O:28].[O:1]1[C:5]2[CH:6]=[CH:7][CH:8]=[CH:9][C:4]=2[C:3]([NH:10][C:11]2[CH:12]=[C:13]([NH:17][C:18](=[NH:25])[C:19]3[CH:24]=[CH:23][CH:22]=[CH:21][CH:20]=3)[CH:14]=[CH:15][CH:16]=2)=[N:2]1. The catalyst class is: 5. (3) Reactant: [Cl:1][C:2]1[CH:7]=[C:6]([O:8][C:9]2[C:18]3[C:13](=[CH:14][C:15]([OH:21])=[C:16]([O:19][CH3:20])[CH:17]=3)[N:12]=[CH:11][N:10]=2)[CH:5]=[CH:4][C:3]=1[NH:22][C:23](=[O:27])[N:24]([CH3:26])[CH3:25].C(=O)([O-])[O-].[K+].[K+].[Br:34][CH2:35][CH2:36]Br.O. Product: [Br:34][CH2:35][CH2:36][O:21][C:15]1[CH:14]=[C:13]2[C:18]([C:9]([O:8][C:6]3[CH:5]=[CH:4][C:3]([NH:22][C:23](=[O:27])[N:24]([CH3:26])[CH3:25])=[C:2]([Cl:1])[CH:7]=3)=[N:10][CH:11]=[N:12]2)=[CH:17][C:16]=1[O:19][CH3:20]. The catalyst class is: 9. (4) Reactant: [C:1](=O)([O-])[O-].[K+].[K+].CI.[O:9]=[C:10]1[NH:14][C:13]([CH2:21][OH:22])([C:15]2[CH:20]=[CH:19][CH:18]=[CH:17][CH:16]=2)[C:12](=[O:23])[N:11]1[C:24]1[CH:31]=[CH:30][C:27]([C:28]#[N:29])=[C:26]([O:32][CH3:33])[CH:25]=1. Product: [O:9]=[C:10]1[N:14]([CH3:1])[C:13]([CH2:21][OH:22])([C:15]2[CH:16]=[CH:17][CH:18]=[CH:19][CH:20]=2)[C:12](=[O:23])[N:11]1[C:24]1[CH:31]=[CH:30][C:27]([C:28]#[N:29])=[C:26]([O:32][CH3:33])[CH:25]=1. The catalyst class is: 3. (5) Reactant: C[O:2][C:3](=[O:34])[CH2:4][C:5]1[CH:10]=[CH:9][C:8]([O:11][CH2:12][CH:13]([C:15]2[O:19][C:18]([C:20]3[CH:25]=[CH:24][C:23]([C:26]([F:29])([F:28])[F:27])=[CH:22][CH:21]=3)=[N:17][C:16]=2[CH:30]([CH3:32])[CH3:31])[CH3:14])=[CH:7][C:6]=1[CH3:33].[OH-].[Li+].O1CCCC1.CO. Product: [CH:30]([C:16]1[N:17]=[C:18]([C:20]2[CH:25]=[CH:24][C:23]([C:26]([F:28])([F:29])[F:27])=[CH:22][CH:21]=2)[O:19][C:15]=1[CH:13]([CH3:14])[CH2:12][O:11][C:8]1[CH:9]=[CH:10][C:5]([CH2:4][C:3]([OH:34])=[O:2])=[C:6]([CH3:33])[CH:7]=1)([CH3:31])[CH3:32]. The catalyst class is: 126. (6) Reactant: [NH2:1][CH2:2][C@@H:3]1[C@@H:7]([C:8]2[CH:13]=[CH:12][CH:11]=[CH:10][CH:9]=2)[CH2:6][N:5]([C:14]([O:16][C:17]2[CH:22]=[CH:21][C:20]([C:23]([O:25][CH3:26])=[O:24])=[CH:19][CH:18]=2)=[O:15])[CH2:4]1.[C:27]([C:30]1[C:39]2[O:38][CH2:37][CH2:36][O:35][C:34]=2[CH:33]=[CH:32][CH:31]=1)(=O)[CH3:28]. Product: [O:35]1[C:34]2[CH:33]=[CH:32][CH:31]=[C:30]([CH:27]([NH:1][CH2:2][C@@H:3]3[C@@H:7]([C:8]4[CH:9]=[CH:10][CH:11]=[CH:12][CH:13]=4)[CH2:6][N:5]([C:14]([O:16][C:17]4[CH:18]=[CH:19][C:20]([C:23]([O:25][CH3:26])=[O:24])=[CH:21][CH:22]=4)=[O:15])[CH2:4]3)[CH3:28])[C:39]=2[O:38][CH2:37][CH2:36]1. The catalyst class is: 1. (7) Reactant: C(OC([N:6]([C:18]([O:20][CH2:21][CH3:22])=[O:19])[C:7]1[C:12]([N+:13]([O-:15])=[O:14])=[CH:11][C:10](Br)=[CH:9][C:8]=1[F:17])=O)C.[F:23][C:24]1[CH:31]=[CH:30][C:27]([CH2:28][NH2:29])=[CH:26][CH:25]=1.C([O-])([O-])=O.[Cs+].[Cs+].CC1(C)C2C(=C(P(C3C=CC=CC=3)C3C=CC=CC=3)C=CC=2)OC2C(P(C3C=CC=CC=3)C3C=CC=CC=3)=CC=CC1=2. Product: [F:17][C:8]1[CH:9]=[C:10]([NH:29][CH2:28][C:27]2[CH:30]=[CH:31][C:24]([F:23])=[CH:25][CH:26]=2)[CH:11]=[C:12]([N+:13]([O-:15])=[O:14])[C:7]=1[NH:6][C:18](=[O:19])[O:20][CH2:21][CH3:22]. The catalyst class is: 62. (8) Reactant: [CH3:1][O:2][C:3](=[O:13])[CH2:4][S:5][C:6]1[CH:11]=[CH:10][C:9]([NH2:12])=[CH:8][CH:7]=1.[C:14](O[C:14]([O:16][C:17]([CH3:20])([CH3:19])[CH3:18])=[O:15])([O:16][C:17]([CH3:20])([CH3:19])[CH3:18])=[O:15].C(N(CC)CC)C. Product: [CH3:1][O:2][C:3](=[O:13])[CH2:4][S:5][C:6]1[CH:11]=[CH:10][C:9]([NH:12][C:14]([O:16][C:17]([CH3:20])([CH3:19])[CH3:18])=[O:15])=[CH:8][CH:7]=1. The catalyst class is: 4.